From a dataset of Full USPTO retrosynthesis dataset with 1.9M reactions from patents (1976-2016). Predict the reactants needed to synthesize the given product. (1) Given the product [CH:5]([C:8]1[C:9]2[NH:13][C:12]([C:14]([C:46]3[CH:51]=[CH:50][CH:49]=[CH:48][CH:47]=3)=[C:15]3[N:45]=[C:18]([C:19]([C:39]4[CH:40]=[CH:41][CH:42]=[CH:43][CH:44]=4)=[C:20]4[NH:38][C:23](=[C:24]([CH:30]=[O:31])[C:25]5[CH:26]=[CH:27][C:28]=1[N:29]=5)[CH:22]=[CH:21]4)[CH:17]=[CH:16]3)=[CH:11][CH:10]=2)=[O:4], predict the reactants needed to synthesize it. The reactants are: CC1(C)CO[CH:5]([C:8]2[C:9]3[NH:13][C:12]([C:14]([C:46]4[CH:51]=[CH:50][CH:49]=[CH:48][CH:47]=4)=[C:15]4[N:45]=[C:18]([C:19]([C:39]5[CH:44]=[CH:43][CH:42]=[CH:41][CH:40]=5)=[C:20]5[NH:38][C:23](=[C:24]([CH:30]6OCC(C)(C)C[O:31]6)[C:25]6[CH:26]=[CH:27][C:28]=2[N:29]=6)[CH:22]=[CH:21]5)[CH:17]=[CH:16]4)=[CH:11][CH:10]=3)[O:4]C1.C(O)(C(F)(F)F)=O.O. (2) Given the product [CH3:29][O:28][C:14]1[CH:15]=[C:16]([CH:26]=[CH:27][C:13]=1[NH:12][C:4]1[N:3]=[C:2]([NH:30][C:31]2[CH:32]=[CH:33][C:34]([CH2:42][N:43]3[CH2:47][CH2:46][CH2:45][CH2:44]3)=[C:35]3[C:39]=2[C:38](=[O:40])[N:37]([CH3:41])[CH2:36]3)[C:7]([C:8]([F:11])([F:10])[F:9])=[CH:6][N:5]=1)[CH2:17][P:18](=[O:25])([O:22][CH2:23][CH3:24])[O:19][CH2:20][CH3:21], predict the reactants needed to synthesize it. The reactants are: Cl[C:2]1[C:7]([C:8]([F:11])([F:10])[F:9])=[CH:6][N:5]=[C:4]([NH:12][C:13]2[CH:27]=[CH:26][C:16]([CH2:17][P:18](=[O:25])([O:22][CH2:23][CH3:24])[O:19][CH2:20][CH3:21])=[CH:15][C:14]=2[O:28][CH3:29])[N:3]=1.[NH2:30][C:31]1[CH:32]=[CH:33][C:34]([CH2:42][N:43]2[CH2:47][CH2:46][CH2:45][CH2:44]2)=[C:35]2[C:39]=1[C:38](=[O:40])[N:37]([CH3:41])[CH2:36]2. (3) Given the product [S:1]1[C:5]2[CH:6]=[CH:7][CH:8]=[CH:9][C:4]=2[C:3]([N:10]2[CH2:11][CH2:12][N:13]([CH2:16][CH2:17][C:18]3[CH:19]=[CH:20][C:21]([NH2:24])=[C:22]([Br:25])[CH:23]=3)[CH2:14][CH2:15]2)=[N:2]1, predict the reactants needed to synthesize it. The reactants are: [S:1]1[C:5]2[CH:6]=[CH:7][CH:8]=[CH:9][C:4]=2[C:3]([N:10]2[CH2:15][CH2:14][N:13]([CH2:16][CH2:17][C:18]3[CH:23]=[CH:22][C:21]([NH2:24])=[CH:20][CH:19]=3)[CH2:12][CH2:11]2)=[N:2]1.[Br:25]N1C(=O)CCC1=O. (4) Given the product [CH3:1][O:2][C:3](=[O:30])[CH2:4][C:5]1[CH:10]=[CH:9][CH:8]=[C:7]([O:11][C:12]2[CH:17]=[CH:16][C:15]([Br:18])=[CH:14][C:13]=2[CH2:19][N:20]2[C@@H:21]([C:24]3[CH:29]=[CH:28][CH:27]=[CH:26][CH:25]=3)[CH2:22][O:23][C:38]2=[O:39])[CH:6]=1, predict the reactants needed to synthesize it. The reactants are: [CH3:1][O:2][C:3](=[O:30])[CH2:4][C:5]1[CH:10]=[CH:9][CH:8]=[C:7]([O:11][C:12]2[CH:17]=[CH:16][C:15]([Br:18])=[CH:14][C:13]=2[CH2:19][NH:20][C@@H:21]([C:24]2[CH:29]=[CH:28][CH:27]=[CH:26][CH:25]=2)[CH2:22][OH:23])[CH:6]=1.C(N(CC)CC)C.[C:38](Cl)(Cl)=[O:39].CCOC(C)=O. (5) Given the product [C:14]([O:18][C:19]([N:21]1[CH2:27][CH2:26][CH2:25][N:24]([C:2]2[CH:3]=[C:4]([CH2:12][CH3:13])[CH:5]=[C:6]3[C:11]=2[N:10]=[CH:9][CH:8]=[CH:7]3)[CH2:23][CH2:22]1)=[O:20])([CH3:17])([CH3:15])[CH3:16], predict the reactants needed to synthesize it. The reactants are: Br[C:2]1[CH:3]=[C:4]([CH2:12][CH3:13])[CH:5]=[C:6]2[C:11]=1[N:10]=[CH:9][CH:8]=[CH:7]2.[C:14]([O:18][C:19]([N:21]1[CH2:27][CH2:26][CH2:25][NH:24][CH2:23][CH2:22]1)=[O:20])([CH3:17])([CH3:16])[CH3:15].CC([O-])(C)C.[K+].CCOC(C)=O. (6) Given the product [CH3:57][S:58]([OH:61])(=[O:60])=[O:59].[C:1]([O:4][CH2:5][CH2:6][O:7][C:8]1[C:9]([F:56])=[C:10]([C@@H:16]([NH:39][C:40]2[CH:41]=[CH:42][C:43]([C:46]([NH2:55])=[N:47][C:48]([O:50][CH2:51][C:52]([CH3:54])=[CH2:53])=[O:49])=[CH:44][CH:45]=2)[C:17]2[N:18]=[C:19]([O:28][CH2:29][O:30][C:31](=[O:38])[C:32]([CH3:37])([CH3:36])[CH2:33][O:34][CH3:35])[N:20]([C:22]3[N:27]=[CH:26][CH:25]=[CH:24][N:23]=3)[N:21]=2)[CH:11]=[C:12]([O:14][CH3:15])[CH:13]=1)(=[O:3])[CH3:2], predict the reactants needed to synthesize it. The reactants are: [C:1]([O:4][CH2:5][CH2:6][O:7][C:8]1[C:9]([F:56])=[C:10]([C@@H:16]([NH:39][C:40]2[CH:45]=[CH:44][C:43]([C:46]([NH2:55])=[N:47][C:48]([O:50][CH2:51][C:52]([CH3:54])=[CH2:53])=[O:49])=[CH:42][CH:41]=2)[C:17]2[N:18]=[C:19]([O:28][CH2:29][O:30][C:31](=[O:38])[C:32]([CH3:37])([CH3:36])[CH2:33][O:34][CH3:35])[N:20]([C:22]3[N:27]=[CH:26][CH:25]=[CH:24][N:23]=3)[N:21]=2)[CH:11]=[C:12]([O:14][CH3:15])[CH:13]=1)(=[O:3])[CH3:2].[CH3:57][S:58]([OH:61])(=[O:60])=[O:59]. (7) Given the product [CH2:1]([C:3]1([C:17]2[CH:22]=[CH:21][CH:20]=[C:19]([OH:23])[CH:18]=2)[CH2:9][CH2:8][CH2:7][CH2:6][N:5]([CH2:10][CH2:11][NH:12][C:13]([NH2:15])=[O:14])[C:4]1=[O:16])[CH3:2], predict the reactants needed to synthesize it. The reactants are: [CH2:1]([C:3]1([C:17]2[CH:22]=[CH:21][CH:20]=[C:19]([O:23]C)[CH:18]=2)[CH2:9][CH2:8][CH2:7][CH2:6][N:5]([CH2:10][CH2:11][NH:12][C:13]([NH2:15])=[O:14])[C:4]1=[O:16])[CH3:2].B(Br)(Br)Br.